From a dataset of Merck oncology drug combination screen with 23,052 pairs across 39 cell lines. Regression. Given two drug SMILES strings and cell line genomic features, predict the synergy score measuring deviation from expected non-interaction effect. (1) Drug 1: O=C(NOCC(O)CO)c1ccc(F)c(F)c1Nc1ccc(I)cc1F. Drug 2: CC(C)CC(NC(=O)C(Cc1ccccc1)NC(=O)c1cnccn1)B(O)O. Cell line: UWB1289BRCA1. Synergy scores: synergy=-6.14. (2) Drug 1: CCN(CC)CCNC(=O)c1c(C)[nH]c(C=C2C(=O)Nc3ccc(F)cc32)c1C. Drug 2: COC1=C2CC(C)CC(OC)C(O)C(C)C=C(C)C(OC(N)=O)C(OC)C=CC=C(C)C(=O)NC(=CC1=O)C2=O. Cell line: T47D. Synergy scores: synergy=24.2. (3) Drug 1: CC(=O)OC1C(=O)C2(C)C(O)CC3OCC3(OC(C)=O)C2C(OC(=O)c2ccccc2)C2(O)CC(OC(=O)C(O)C(NC(=O)c3ccccc3)c3ccccc3)C(C)=C1C2(C)C. Drug 2: CCN(CC)CCNC(=O)c1c(C)[nH]c(C=C2C(=O)Nc3ccc(F)cc32)c1C. Cell line: OVCAR3. Synergy scores: synergy=-6.37. (4) Drug 1: O=P1(N(CCCl)CCCl)NCCCO1. Drug 2: C=CCn1c(=O)c2cnc(Nc3ccc(N4CCN(C)CC4)cc3)nc2n1-c1cccc(C(C)(C)O)n1. Cell line: A2780. Synergy scores: synergy=2.67. (5) Drug 1: CN(Cc1cnc2nc(N)nc(N)c2n1)c1ccc(C(=O)NC(CCC(=O)O)C(=O)O)cc1. Drug 2: Cc1nc(Nc2ncc(C(=O)Nc3c(C)cccc3Cl)s2)cc(N2CCN(CCO)CC2)n1. Cell line: NCIH1650. Synergy scores: synergy=7.54. (6) Drug 1: CN(Cc1cnc2nc(N)nc(N)c2n1)c1ccc(C(=O)NC(CCC(=O)O)C(=O)O)cc1. Drug 2: COC1CC2CCC(C)C(O)(O2)C(=O)C(=O)N2CCCCC2C(=O)OC(C(C)CC2CCC(OP(C)(C)=O)C(OC)C2)CC(=O)C(C)C=C(C)C(O)C(OC)C(=O)C(C)CC(C)C=CC=CC=C1C. Cell line: COLO320DM. Synergy scores: synergy=2.99. (7) Drug 1: CCC1(O)CC2CN(CCc3c([nH]c4ccccc34)C(C(=O)OC)(c3cc4c(cc3OC)N(C)C3C(O)(C(=O)OC)C(OC(C)=O)C5(CC)C=CCN6CCC43C65)C2)C1. Drug 2: C=CCn1c(=O)c2cnc(Nc3ccc(N4CCN(C)CC4)cc3)nc2n1-c1cccc(C(C)(C)O)n1. Cell line: EFM192B. Synergy scores: synergy=-10.1. (8) Drug 1: O=S1(=O)NC2(CN1CC(F)(F)F)C1CCC2Cc2cc(C=CCN3CCC(C(F)(F)F)CC3)ccc2C1. Drug 2: Cn1nnc2c(C(N)=O)ncn2c1=O. Cell line: RPMI7951. Synergy scores: synergy=29.2. (9) Drug 1: O=C(CCCCCCC(=O)Nc1ccccc1)NO. Drug 2: CNC(=O)c1cc(Oc2ccc(NC(=O)Nc3ccc(Cl)c(C(F)(F)F)c3)cc2)ccn1. Cell line: SW620. Synergy scores: synergy=-13.3.